From a dataset of Reaction yield outcomes from USPTO patents with 853,638 reactions. Predict the reaction yield, written as a fraction of the theoretical maximum amount of product (1.0 means a 100% yield; for example, 0.34 means a 34% yield). (1) The reactants are [Cl:1][C:2]1[CH:28]=[CH:27][C:5]([CH2:6][C:7]2[C:16]([OH:17])=[C:15]([C:18]([OH:20])=[O:19])[C:14]3[C:9](=[C:10]([C:21]4C=CC=CC=4)[CH:11]=[CH:12][CH:13]=3)[N:8]=2)=[CH:4][CH:3]=1.CC1C=CC=C2C=1NC(=O)C2=O.C(OCC(=O)CC1C=CC(Cl)=CC=1)(=O)C. No catalyst specified. The product is [Cl:1][C:2]1[CH:3]=[CH:4][C:5]([CH2:6][C:7]2[C:16]([OH:17])=[C:15]([C:18]([OH:20])=[O:19])[C:14]3[C:9](=[C:10]([CH3:21])[CH:11]=[CH:12][CH:13]=3)[N:8]=2)=[CH:27][CH:28]=1. The yield is 0.380. (2) The reactants are C(OC1C=CN([CH2:15][C:16]([C:18]2[CH:23]=[CH:22][C:21]([CH2:24][OH:25])=[CH:20][C:19]=2[CH3:26])=[O:17])C(=O)C=1)C1C=CC=CC=1.[CH3:28][O:29][C:30]1[CH:31]=[CH:32][C:33]([CH2:36][O:37][C:38]2[CH:43]=[CH:42][NH:41][C:40](=[O:44])[CH:39]=2)=[N:34][CH:35]=1. No catalyst specified. The product is [OH:25][CH2:24][C:21]1[CH:22]=[CH:23][C:18]([C:16](=[O:17])[CH2:15][N:41]2[CH:42]=[CH:43][C:38]([O:37][CH2:36][C:33]3[CH:32]=[CH:31][C:30]([O:29][CH3:28])=[CH:35][N:34]=3)=[CH:39][C:40]2=[O:44])=[C:19]([CH3:26])[CH:20]=1. The yield is 0.590. (3) The product is [CH3:1][C:2]1[C:6]([CH2:7][N:8]2[CH:12]=[C:11]([N:13]3[C:17](=[O:18])[CH2:16][N:15]([CH2:22][C:23]4[CH:28]=[CH:27][C:26]([F:29])=[CH:25][CH:24]=4)[C:14]3=[O:19])[CH:10]=[N:9]2)=[C:5]([CH3:20])[O:4][N:3]=1. No catalyst specified. The reactants are [CH3:1][C:2]1[C:6]([CH2:7][N:8]2[CH:12]=[C:11]([N:13]3[C:17](=[O:18])[CH2:16][NH:15][C:14]3=[O:19])[CH:10]=[N:9]2)=[C:5]([CH3:20])[O:4][N:3]=1.Br[CH2:22][C:23]1[CH:28]=[CH:27][C:26]([F:29])=[CH:25][CH:24]=1. The yield is 0.330. (4) The product is [CH3:1][C@@H:2]1[C@@H:7]([NH:8][C:9]([CH:11]2[CH2:15][CH2:14][S:13](=[O:17])(=[O:16])[N:12]2[CH2:18][C:19]2[CH:24]=[CH:23][CH:22]=[C:21]([CH:25]=[O:32])[CH:20]=2)=[O:10])[CH2:6][C@H:5]2[CH2:27][C@@H:3]1[C:4]2([CH3:29])[CH3:28]. The reactants are [CH3:1][C@@H:2]1[C@@H:7]([NH:8][C:9]([CH:11]2[CH2:15][CH2:14][S:13](=[O:17])(=[O:16])[N:12]2[CH2:18][C:19]2[CH:24]=[CH:23][CH:22]=[C:21]([C:25]#N)[CH:20]=2)=[O:10])[CH2:6][C@H:5]2[CH2:27][C@@H:3]1[C:4]2([CH3:29])[CH3:28].O.P(P([O-])([O-])=O)([O-])([O-])=[O:32].[Na+].[Na+].[Na+].[Na+]. The catalyst is N1C=CC=CC=1CC(O)=O.O.[Ni]. The yield is 0.490. (5) The reactants are [F:8][C:7]([F:10])([F:9])[C:6](O[C:6](=[O:11])[C:7]([F:10])([F:9])[F:8])=[O:11].[Br:14][C:15]1[CH:23]=[CH:22][CH:21]=[C:20]2[C:16]=1[CH:17]=[CH:18][NH:19]2.O. The catalyst is CN(C)C=O. The product is [Br:14][C:15]1[CH:23]=[CH:22][CH:21]=[C:20]2[C:16]=1[C:17]([C:6](=[O:11])[C:7]([F:8])([F:9])[F:10])=[CH:18][NH:19]2. The yield is 0.240. (6) The reactants are [CH3:1][O:2][C:3]([C:5]1([CH2:10][CH2:11]Br)[CH2:9][CH2:8][CH2:7][CH2:6]1)=[O:4].[CH3:13][S-:14].[Na+].O. The catalyst is CN(C=O)C. The product is [CH3:1][O:2][C:3]([C:5]1([CH2:10][CH2:11][S:14][CH3:13])[CH2:9][CH2:8][CH2:7][CH2:6]1)=[O:4]. The yield is 0.820.